From a dataset of Forward reaction prediction with 1.9M reactions from USPTO patents (1976-2016). Predict the product of the given reaction. (1) Given the reactants [N:1]([CH3:4])=[C:2]=[O:3].[F:5][C:6]1[CH:11]=[CH:10][C:9]([C:12]2[N:17]=[CH:16][N:15]=[C:14]([NH:18][C:19]3[CH:24]=[CH:23][CH:22]=[C:21]([CH2:25][S:26]([CH3:29])(=[NH:28])=[O:27])[CH:20]=3)[N:13]=2)=[C:8]([O:30][CH3:31])[CH:7]=1.C(N(CC)CC)C, predict the reaction product. The product is: [F:5][C:6]1[CH:11]=[CH:10][C:9]([C:12]2[N:17]=[CH:16][N:15]=[C:14]([NH:18][C:19]3[CH:20]=[C:21]([CH:22]=[CH:23][CH:24]=3)[CH2:25][S:26]([CH3:29])(=[O:27])=[N:28][C:2]([NH:1][CH3:4])=[O:3])[N:13]=2)=[C:8]([O:30][CH3:31])[CH:7]=1. (2) The product is: [NH2:28][CH2:27][C:10]1[C:11]2[C:12](=[C:13]3[C:18](=[C:19]([C:21]4[CH:22]=[CH:23][CH:24]=[CH:25][CH:26]=4)[CH:20]=2)[CH:17]=[N:16][CH:15]=[CH:14]3)[N:8]([C:5]2[CH:4]=[CH:3][C:2]([F:1])=[CH:7][CH:6]=2)[N:9]=1. Given the reactants [F:1][C:2]1[CH:7]=[CH:6][C:5]([N:8]2[C:12]3=[C:13]4[C:18](=[C:19]([C:21]5[CH:26]=[CH:25][CH:24]=[CH:23][CH:22]=5)[CH:20]=[C:11]3[C:10]([CH2:27][N:28]3C(=O)C5=CC=CC=C5C3=O)=[N:9]2)[CH:17]=[N:16][CH:15]=[CH:14]4)=[CH:4][CH:3]=1.O.NN, predict the reaction product. (3) Given the reactants [NH2:1][C:2]1[CH:3]=[C:4]([CH:7]=[CH:8][C:9]=1[NH2:10])[C:5]#[N:6].CCN=C=NCCCN(C)C.Cl.C1C=CC2N([OH:32])N=NC=2C=1.N1C=CN=C1CN(C[C:47]1[CH:70]=[CH:69][C:50]([CH2:51][N:52]([CH2:58][CH2:59][CH2:60][CH2:61]N(CCC)CCC)[CH2:53]CC(O)=O)=CC=1)CC1NC=CN=1, predict the reaction product. The product is: [NH2:10][C:9]1[CH:8]=[CH:7][C:4]([C:5]#[N:6])=[CH:3][C:2]=1[NH:1][C:47](=[O:32])[CH2:70][CH2:69][CH2:50][CH2:51][N:52]1[CH2:53][CH2:61][CH2:60][CH2:59][CH2:58]1.